From a dataset of Forward reaction prediction with 1.9M reactions from USPTO patents (1976-2016). Predict the product of the given reaction. (1) Given the reactants CC(OI1(OC(C)=O)(OC(C)=O)OC(=O)C2C=CC=CC1=2)=O.[Cl:23][C:24]1[CH:25]=[C:26]([CH2:36][C:37]2[O:41][C:40]([C:42]([NH:44][C:45]3[CH:50]=[CH:49][C:48]([CH2:51][OH:52])=[CH:47][CH:46]=3)=[O:43])=[CH:39][CH:38]=2)[C:27]2[O:31][C:30]([CH:32]([CH3:34])[CH3:33])=[CH:29][C:28]=2[CH:35]=1, predict the reaction product. The product is: [Cl:23][C:24]1[CH:25]=[C:26]([CH2:36][C:37]2[O:41][C:40]([C:42]([NH:44][C:45]3[CH:46]=[CH:47][C:48]([CH:51]=[O:52])=[CH:49][CH:50]=3)=[O:43])=[CH:39][CH:38]=2)[C:27]2[O:31][C:30]([CH:32]([CH3:33])[CH3:34])=[CH:29][C:28]=2[CH:35]=1. (2) Given the reactants C([O:8][C:9]([N:11]1[CH2:17][CH2:16][C@@H:15]2[C@H:12]1[C:13](=[O:26])[N:14]2[C@@H:18]([C:20]1[CH:25]=[CH:24][CH:23]=[CH:22][CH:21]=1)[CH3:19])=[O:10])C1C=CC=CC=1.[CH3:27][C:28](OC(OC(O[C:28]([CH3:30])([CH3:29])[CH3:27])=O)=O)([CH3:30])[CH3:29], predict the reaction product. The product is: [C:28]([O:8][C:9]([N:11]1[CH2:17][CH2:16][C@@H:15]2[C@H:12]1[C:13](=[O:26])[N:14]2[C@@H:18]([C:20]1[CH:25]=[CH:24][CH:23]=[CH:22][CH:21]=1)[CH3:19])=[O:10])([CH3:30])([CH3:29])[CH3:27].